Dataset: Full USPTO retrosynthesis dataset with 1.9M reactions from patents (1976-2016). Task: Predict the reactants needed to synthesize the given product. Given the product [Cl:1][C:2]1[CH:3]=[C:4]([N:17]([C:31]2[CH:36]=[CH:35][C:34]([F:37])=[CH:33][C:32]=2[CH3:38])[C:18]([O:20][CH:21]([O:23][C:24]([CH2:25][CH2:26][C:27]([O-:29])=[O:28])=[O:30])[CH3:22])=[O:19])[CH:5]=[CH:6][C:7]=1[C:8](=[O:16])[C:9]1[CH:14]=[CH:13][CH:12]=[CH:11][C:10]=1[CH3:15].[Na+:40], predict the reactants needed to synthesize it. The reactants are: [Cl:1][C:2]1[CH:3]=[C:4]([N:17]([C:31]2[CH:36]=[CH:35][C:34]([F:37])=[CH:33][C:32]=2[CH3:38])[C:18]([O:20][CH:21]([O:23][C:24](=[O:30])[CH2:25][CH2:26][C:27]([OH:29])=[O:28])[CH3:22])=[O:19])[CH:5]=[CH:6][C:7]=1[C:8](=[O:16])[C:9]1[CH:14]=[CH:13][CH:12]=[CH:11][C:10]=1[CH3:15].[OH-].[Na+:40].